Dataset: NCI-60 drug combinations with 297,098 pairs across 59 cell lines. Task: Regression. Given two drug SMILES strings and cell line genomic features, predict the synergy score measuring deviation from expected non-interaction effect. Drug 1: CC1CCC2CC(C(=CC=CC=CC(CC(C(=O)C(C(C(=CC(C(=O)CC(OC(=O)C3CCCCN3C(=O)C(=O)C1(O2)O)C(C)CC4CCC(C(C4)OC)OCCO)C)C)O)OC)C)C)C)OC. Drug 2: C1CN(P(=O)(OC1)NCCCl)CCCl. Cell line: SK-MEL-5. Synergy scores: CSS=11.5, Synergy_ZIP=-4.38, Synergy_Bliss=-3.06, Synergy_Loewe=-21.3, Synergy_HSA=-1.51.